This data is from Full USPTO retrosynthesis dataset with 1.9M reactions from patents (1976-2016). The task is: Predict the reactants needed to synthesize the given product. (1) The reactants are: CS(O[CH2:6][CH2:7][N:8]1[C:16]2[N:15]=[C:14]([NH2:17])[N:13]3[N:18]=[C:19]([C:21]4[O:22][CH:23]=[CH:24][CH:25]=4)[N:20]=[C:12]3[C:11]=2[CH:10]=[CH:9]1)(=O)=O.Cl.[F:27][C:28]1[CH:33]=[C:32]([F:34])[CH:31]=[CH:30][C:29]=1[C:35]([N:37]1[CH2:42][CH2:41][NH:40][CH2:39][CH2:38]1)=[O:36].CCN(C(C)C)C(C)C. Given the product [NH2:17][C:14]1[N:13]2[N:18]=[C:19]([C:21]3[O:22][CH:23]=[CH:24][CH:25]=3)[N:20]=[C:12]2[C:11]2[CH:10]=[CH:9][N:8]([CH2:7][CH2:6][N:40]3[CH2:39][CH2:38][N:37]([C:35]([C:29]4[CH:30]=[CH:31][C:32]([F:34])=[CH:33][C:28]=4[F:27])=[O:36])[CH2:42][CH2:41]3)[C:16]=2[N:15]=1, predict the reactants needed to synthesize it. (2) Given the product [CH2:15]([S:17][C:18]1[CH:26]=[CH:25][CH:24]=[CH:23][C:19]=1[C:20]1[N:2]([CH3:1])[C:3]2[C:8]([NH2:9])=[CH:7][C:6]([C:10]([F:11])([F:12])[F:13])=[CH:5][C:4]=2[N:14]=1)[CH3:16], predict the reactants needed to synthesize it. The reactants are: [CH3:1][NH:2][C:3]1[C:8]([NH2:9])=[CH:7][C:6]([C:10]([F:13])([F:12])[F:11])=[CH:5][C:4]=1[NH2:14].[CH2:15]([S:17][C:18]1[CH:26]=[CH:25][CH:24]=[CH:23][C:19]=1[C:20](O)=O)[CH3:16].Cl.C(N=C=NCCCN(C)C)C.ON1C2C=CC=CC=2N=N1.